This data is from Full USPTO retrosynthesis dataset with 1.9M reactions from patents (1976-2016). The task is: Predict the reactants needed to synthesize the given product. (1) Given the product [NH2:1][C:2]1[O:3][C:4]2[C:9]([C:10]([OH:43])([C:16]3[CH:21]=[C:20]([O:22][CH3:23])[C:19]([O:24][CH3:25])=[C:18]([Br:26])[CH:17]=3)[C:11]=1[C:12]([NH:14][C:40](=[O:41])[CH2:39][Cl:38])=[NH:13])=[CH:8][CH:7]=[C:6]1[CH:27]=[CH:28][CH:29]=[CH:30][C:5]=21, predict the reactants needed to synthesize it. The reactants are: [NH2:1][C:2]1[O:3][C:4]2[C:9]([CH:10]([C:16]3[CH:21]=[C:20]([O:22][CH3:23])[C:19]([O:24][CH3:25])=[C:18]([Br:26])[CH:17]=3)[C:11]=1[C:12]([NH:14]O)=[NH:13])=[CH:8][CH:7]=[C:6]1[CH:27]=[CH:28][CH:29]=[CH:30][C:5]=21.C(N(CC)CC)C.[Cl:38][CH2:39][C:40](Cl)=[O:41].[O:43]1CCCC1. (2) Given the product [NH:1]1[C:5]2[CH:6]=[CH:7][CH:8]=[CH:9][C:4]=2[N:3]=[C:2]1[C:10]1[C:11]([O:20][CH3:21])=[CH:12][C:13]([O:18][CH3:19])=[C:14](/[CH:15]=[CH:23]/[C:22]([C:25]2[CH:33]=[CH:32][C:28]([C:29]([OH:31])=[O:30])=[CH:27][CH:26]=2)=[O:24])[CH:17]=1, predict the reactants needed to synthesize it. The reactants are: [NH:1]1[C:5]2[CH:6]=[CH:7][CH:8]=[CH:9][C:4]=2[N:3]=[C:2]1[C:10]1[C:11]([O:20][CH3:21])=[CH:12][C:13]([O:18][CH3:19])=[C:14]([CH:17]=1)[CH:15]=O.[C:22]([C:25]1[CH:33]=[CH:32][C:28]([C:29]([OH:31])=[O:30])=[CH:27][CH:26]=1)(=[O:24])[CH3:23]. (3) The reactants are: [Br:1][C:2]1[C:6]2[N:7]=[C:8]([C:17]3[C:22]([F:23])=[CH:21][CH:20]=[CH:19][C:18]=3[F:24])[C:9]3[CH:10]=[C:11]([CH:15]=[O:16])[CH:12]=[CH:13][C:14]=3[C:5]=2[NH:4][N:3]=1.O.[CH3:26][Si:27]([CH3:34])([CH3:33])[CH2:28][CH2:29][O:30][CH2:31]Cl. Given the product [Br:1][C:2]1[C:6]2[N:7]=[C:8]([C:17]3[C:22]([F:23])=[CH:21][CH:20]=[CH:19][C:18]=3[F:24])[C:9]3[CH:10]=[C:11]([CH:15]=[O:16])[CH:12]=[CH:13][C:14]=3[C:5]=2[N:4]([CH2:31][O:30][CH2:29][CH2:28][Si:27]([CH3:34])([CH3:33])[CH3:26])[N:3]=1, predict the reactants needed to synthesize it. (4) Given the product [C:1]([C:5]1[CH:10]=[CH:9][C:8]([S:11]([N:14]([C:15]2[CH:16]=[CH:17][C:18]([CH3:21])=[CH:19][CH:20]=2)[CH2:22][C:23]([N:36]([CH2:37][CH3:38])[CH2:35][C:31]2[CH:32]=[CH:33][CH:34]=[C:29]([NH:28][CH2:26][CH3:27])[N:30]=2)=[O:25])(=[O:12])=[O:13])=[CH:7][CH:6]=1)([CH3:2])([CH3:4])[CH3:3], predict the reactants needed to synthesize it. The reactants are: [C:1]([C:5]1[CH:10]=[CH:9][C:8]([S:11]([N:14]([CH2:22][C:23]([OH:25])=O)[C:15]2[CH:20]=[CH:19][C:18]([CH3:21])=[CH:17][CH:16]=2)(=[O:13])=[O:12])=[CH:7][CH:6]=1)([CH3:4])([CH3:3])[CH3:2].[CH2:26]([NH:28][C:29]1[CH:34]=[CH:33][CH:32]=[C:31]([CH2:35][NH:36][CH2:37][CH3:38])[N:30]=1)[CH3:27].